This data is from Reaction yield outcomes from USPTO patents with 853,638 reactions. The task is: Predict the reaction yield, written as a fraction of the theoretical maximum amount of product (1.0 means a 100% yield; for example, 0.34 means a 34% yield). The reactants are C([O:4][CH2:5][CH2:6][CH2:7][CH2:8][CH2:9][CH2:10][CH2:11][C:12]1[S:38][C:15]2[N:16]=[CH:17][N:18]([CH2:21][C:22]([C:30]3[CH:35]=[CH:34][C:33]([F:36])=[CH:32][C:31]=3[F:37])([OH:29])[CH2:23][N:24]3[CH:28]=[N:27][CH:26]=[N:25]3)[C:19](=[O:20])[C:14]=2[CH:13]=1)(=O)C.C(=O)([O-])[O-].[K+].[K+]. The catalyst is CO.O. The product is [F:37][C:31]1[CH:32]=[C:33]([F:36])[CH:34]=[CH:35][C:30]=1[C:22]([OH:29])([CH2:23][N:24]1[CH:28]=[N:27][CH:26]=[N:25]1)[CH2:21][N:18]1[C:19](=[O:20])[C:14]2[CH:13]=[C:12]([CH2:11][CH2:10][CH2:9][CH2:8][CH2:7][CH2:6][CH2:5][OH:4])[S:38][C:15]=2[N:16]=[CH:17]1. The yield is 0.906.